From a dataset of Reaction yield outcomes from USPTO patents with 853,638 reactions. Predict the reaction yield, written as a fraction of the theoretical maximum amount of product (1.0 means a 100% yield; for example, 0.34 means a 34% yield). (1) The reactants are [Cl:1][C:2]1[CH:7]=[CH:6][CH:5]=[CH:4][C:3]=1[C:8]1[C:13]([Cl:14])=[CH:12][C:11]([O:15]C)=[C:10]([C:17]([N:19]2[CH2:24][CH2:23][N:22]([C:25](=[O:32])/[CH:26]=[CH:27]/[CH2:28][N:29]([CH3:31])[CH3:30])[CH2:21][CH2:20]2)=[O:18])[CH:9]=1.B(Br)(Br)Br.C([O-])(O)=O.[Na+]. The catalyst is C(Cl)Cl. The product is [Cl:1][C:2]1[CH:7]=[CH:6][CH:5]=[CH:4][C:3]=1[C:8]1[C:13]([Cl:14])=[CH:12][C:11]([OH:15])=[C:10]([C:17]([N:19]2[CH2:24][CH2:23][N:22]([C:25](=[O:32])/[CH:26]=[CH:27]/[CH2:28][N:29]([CH3:30])[CH3:31])[CH2:21][CH2:20]2)=[O:18])[CH:9]=1. The yield is 0.570. (2) The reactants are [N:1]1([C:13]2([CH2:23][OH:24])[CH2:22][CH2:21][C:16]3(OCC[O:17]3)[CH2:15][CH2:14]2)[C:5]2=[C:6]3[S:12][CH:11]=[CH:10][C:7]3=[N:8][CH:9]=[C:4]2[N:3]=[CH:2]1.Cl.O.[OH-].[Na+]. The catalyst is CC(C)=O. The product is [OH:24][CH2:23][C:13]1([N:1]2[C:5]3=[C:6]4[S:12][CH:11]=[CH:10][C:7]4=[N:8][CH:9]=[C:4]3[N:3]=[CH:2]2)[CH2:22][CH2:21][C:16](=[O:17])[CH2:15][CH2:14]1. The yield is 0.490. (3) The reactants are [CH:1]1([C:6]2[C:14]3[C:9](=[CH:10][C:11]([C:15]([O:17][CH:18]([CH3:20])[CH3:19])=[O:16])=[CH:12][CH:13]=3)[N:8]([CH3:21])[CH:7]=2)[CH2:5][CH2:4][CH2:3][CH2:2]1.[Br:22]Br. The catalyst is C(#N)C. The product is [Br:22][C:7]1[N:8]([CH3:21])[C:9]2[C:14]([C:6]=1[CH:1]1[CH2:2][CH2:3][CH2:4][CH2:5]1)=[CH:13][CH:12]=[C:11]([C:15]([O:17][CH:18]([CH3:19])[CH3:20])=[O:16])[CH:10]=2. The yield is 0.870. (4) The reactants are [C:1]([C:5]1[CH:9]=[C:8]([NH2:10])[N:7]([C:11]2[CH:16]=[CH:15][N:14]=[C:13]([CH3:17])[CH:12]=2)[N:6]=1)([CH3:4])([CH3:3])[CH3:2].C(=O)([O-])[O-].[K+].[K+].Cl[C:25]([O:27][C:28]1[CH:33]=[CH:32][CH:31]=[CH:30][CH:29]=1)=[O:26]. The catalyst is C(Cl)Cl. The product is [C:1]([C:5]1[CH:9]=[C:8]([NH:10][C:25](=[O:26])[O:27][C:28]2[CH:33]=[CH:32][CH:31]=[CH:30][CH:29]=2)[N:7]([C:11]2[CH:16]=[CH:15][N:14]=[C:13]([CH3:17])[CH:12]=2)[N:6]=1)([CH3:4])([CH3:3])[CH3:2]. The yield is 0.170. (5) The reactants are [F:1][C:2]1[CH:24]=[CH:23][C:5]([O:6][C:7]2[CH:8]=[C:9]3[C:13](=[CH:14][C:15]=2[C:16]([NH2:18])=[O:17])[N:12]([CH2:19][CH:20]([CH3:22])[CH3:21])[N:11]=[CH:10]3)=[CH:4][CH:3]=1.C(N1C=CN=C1)(N1C=CN=C1)=O.[C:37]([O:41][C:42]([N:44]1[CH2:48][CH2:47][CH:46](N)[CH2:45]1)=[O:43])([CH3:40])([CH3:39])[CH3:38]. The catalyst is C1COCC1. The product is [C:37]([O:41][C:42]([N:44]1[CH2:48][CH2:47][CH:46]([NH:18][C:16]([C:15]2[CH:14]=[C:13]3[C:9]([CH:10]=[N:11][N:12]3[CH2:19][CH:20]([CH3:22])[CH3:21])=[CH:8][C:7]=2[O:6][C:5]2[CH:23]=[CH:24][C:2]([F:1])=[CH:3][CH:4]=2)=[O:17])[CH2:45]1)=[O:43])([CH3:40])([CH3:38])[CH3:39]. The yield is 0.940. (6) The reactants are Cl[S:2]([C:5]1[CH:9]=[CH:8][S:7][C:6]=1[CH2:10]/[CH:11]=[CH:12]/[C:13]1[CH:18]=[CH:17][C:16]2[O:19][CH2:20][O:21][C:15]=2[CH:14]=1)(=[O:4])=[O:3].[NH2:22][C:23]1[O:27][N:26]=[C:25]([CH3:28])[C:24]=1[Br:29]. No catalyst specified. The product is [Br:29][C:24]1[C:25]([CH3:28])=[N:26][O:27][C:23]=1[NH:22][S:2]([C:5]1[CH:9]=[CH:8][S:7][C:6]=1[CH2:10]/[CH:11]=[CH:12]/[C:13]1[CH:18]=[CH:17][C:16]2[O:19][CH2:20][O:21][C:15]=2[CH:14]=1)(=[O:4])=[O:3]. The yield is 0.330. (7) The reactants are [OH:1][C:2]1[CH:9]=[C:8]([O:10][CH3:11])[CH:7]=[CH:6][C:3]=1[CH:4]=O.N12CCN(CC1)CC2.[C:20](#[N:23])[CH:21]=[CH2:22]. The catalyst is C(OCC)(=O)C. The product is [CH3:11][O:10][C:8]1[CH:9]=[C:2]2[C:3]([CH:4]=[C:21]([C:20]#[N:23])[CH2:22][O:1]2)=[CH:6][CH:7]=1. The yield is 0.720. (8) The reactants are [CH2:1]([C:4]1[CH:9]=[CH:8][N+:7]([O-])=[CH:6][C:5]=1C1C=CC=CC=1)[CH2:2][CH3:3].ClCCl.CN(C)C(Cl)=O.[C:26](=O)([O-:28])[O-:27].[K+].[K+]. The catalyst is Cl. The product is [CH2:1]([C:4]1[CH:5]=[CH:6][N:7]=[C:8]([C:26]([OH:28])=[O:27])[CH:9]=1)[CH2:2][CH3:3]. The yield is 0.860. (9) The reactants are [F:1][C:2]([F:13])([F:12])[O:3][C:4]1[CH:11]=[CH:10][C:7]([CH:8]=[O:9])=[CH:6][CH:5]=1.C(Cl)Cl.OS(O)(=O)=O.[Br:22]N1C(=O)CCC1=O. The catalyst is C(O)(C(F)(F)F)=O. The product is [Br:22][C:5]1[CH:6]=[C:7]([CH:10]=[CH:11][C:4]=1[O:3][C:2]([F:12])([F:13])[F:1])[CH:8]=[O:9]. The yield is 0.620.